Task: Predict the reactants needed to synthesize the given product.. Dataset: Full USPTO retrosynthesis dataset with 1.9M reactions from patents (1976-2016) (1) Given the product [CH2:23]([O:22][C:20]([N:12]([CH2:11][CH:10]([CH3:19])[CH2:9][NH:8][C:6]([O:5][C:1]([CH3:4])([CH3:2])[CH3:3])=[O:7])[C@@H:13]([C:15]([O:17][CH3:18])=[O:16])[CH3:14])=[O:21])[C:24]1[CH:29]=[CH:28][CH:27]=[CH:26][CH:25]=1, predict the reactants needed to synthesize it. The reactants are: [C:1]([O:5][C:6]([NH:8][CH2:9][CH:10]([CH3:19])[CH2:11][NH:12][C@@H:13]([C:15]([O:17][CH3:18])=[O:16])[CH3:14])=[O:7])([CH3:4])([CH3:3])[CH3:2].[C:20](ON1C(=O)CCC1=O)([O:22][CH2:23][C:24]1[CH:29]=[CH:28][CH:27]=[CH:26][CH:25]=1)=[O:21]. (2) The reactants are: I[CH2:2][CH2:3][CH2:4][CH2:5][CH3:6].BrCC1OC(C(F)(F)F)=CC=1.[Br:18][C:19]1[CH:27]=[CH:26][CH:25]=[C:24]2[C:20]=1[C:21]1([C:40]3[C:31](=[CH:32][C:33]4[O:38][CH2:37][CH2:36][O:35][C:34]=4[CH:39]=3)[O:30][CH2:29]1)[C:22](=[O:28])[NH:23]2.CC1C2C=C3C4(C5C(=CC=CC=5)NC4=O)COC3=CC=2ON=1. Given the product [Br:18][C:19]1[CH:27]=[CH:26][CH:25]=[C:24]2[C:20]=1[C:21]1([C:40]3[C:31](=[CH:32][C:33]4[O:38][CH2:37][CH2:36][O:35][C:34]=4[CH:39]=3)[O:30][CH2:29]1)[C:22](=[O:28])[N:23]2[CH2:2][CH2:3][CH2:4][CH2:5][CH3:6], predict the reactants needed to synthesize it. (3) Given the product [NH:25]([C:26]([O:1][CH2:2][C:3]1[CH:4]=[C:5]([CH:16]=[CH:17][CH:18]=1)[CH2:6][CH:7]([C:8]([O:10][CH3:11])=[O:9])[C:12]([O:14][CH3:15])=[O:13])=[O:27])[C:19]1[CH:24]=[CH:23][CH:22]=[CH:21][CH:20]=1, predict the reactants needed to synthesize it. The reactants are: [OH:1][CH2:2][C:3]1[CH:4]=[C:5]([CH:16]=[CH:17][CH:18]=1)[CH2:6][CH:7]([C:12]([O:14][CH3:15])=[O:13])[C:8]([O:10][CH3:11])=[O:9].[C:19]1([N:25]=[C:26]=[O:27])[CH:24]=[CH:23][CH:22]=[CH:21][CH:20]=1. (4) Given the product [F:33][C:11]1[CH:10]=[C:9]([CH:32]=[CH:31][C:12]=1[O:13][C:14]1[CH:19]=[CH:18][N:17]=[C:16]2[CH:20]=[C:21]([C:23]3[CH:30]=[CH:29][C:26]([CH2:27][N:5]4[CH2:6][CH2:7][N:2]([CH3:1])[CH2:3][CH2:4]4)=[CH:25][CH:24]=3)[S:22][C:15]=12)[NH2:8], predict the reactants needed to synthesize it. The reactants are: [CH3:1][N:2]1[CH2:7][CH2:6][NH:5][CH2:4][CH2:3]1.[NH2:8][C:9]1[CH:32]=[CH:31][C:12]([O:13][C:14]2[CH:19]=[CH:18][N:17]=[C:16]3[CH:20]=[C:21]([C:23]4[CH:30]=[CH:29][C:26]([CH:27]=O)=[CH:25][CH:24]=4)[S:22][C:15]=23)=[C:11]([F:33])[CH:10]=1.C(O[BH-](OC(=O)C)OC(=O)C)(=O)C.[Na+].C([O-])([O-])=O.[Na+].[Na+]. (5) Given the product [OH:12][C:9]1[C:8]([C:13]([O:15][CH2:16][CH3:17])=[O:14])=[CH:7][N:6]=[C:5]2[C:4]([CH3:18])=[C:3]([CH2:1][OH:2])[S:11][C:10]=12, predict the reactants needed to synthesize it. The reactants are: [CH:1]([C:3]1[S:11][C:10]2[C:9](=[O:12])[C:8]([C:13]([O:15][CH2:16][CH3:17])=[O:14])=[CH:7][NH:6][C:5]=2[C:4]=1[CH3:18])=[O:2].C(Cl)Cl.[BH4-].[Na+].